Dataset: Full USPTO retrosynthesis dataset with 1.9M reactions from patents (1976-2016). Task: Predict the reactants needed to synthesize the given product. Given the product [CH3:10][C:2]([C:11]1[O:15][N:14]=[C:13]([NH:16][C:24](=[O:25])[O:26][C:27]2[CH:32]=[CH:31][CH:30]=[CH:29][CH:28]=2)[CH:12]=1)([CH3:1])[CH2:3][N:4]1[CH2:9][CH2:8][O:7][CH2:6][CH2:5]1, predict the reactants needed to synthesize it. The reactants are: [CH3:1][C:2]([C:11]1[O:15][N:14]=[C:13]([NH2:16])[CH:12]=1)([CH3:10])[CH2:3][N:4]1[CH2:9][CH2:8][O:7][CH2:6][CH2:5]1.C(=O)([O-])[O-].[K+].[K+].Cl[C:24]([O:26][C:27]1[CH:32]=[CH:31][CH:30]=[CH:29][CH:28]=1)=[O:25].